From a dataset of Peptide-MHC class I binding affinity with 185,985 pairs from IEDB/IMGT. Regression. Given a peptide amino acid sequence and an MHC pseudo amino acid sequence, predict their binding affinity value. This is MHC class I binding data. (1) The peptide sequence is MVFQHFHLF. The MHC is HLA-C15:02 with pseudo-sequence HLA-C15:02. The binding affinity (normalized) is 0.249. (2) The peptide sequence is HLAIMAVFKM. The MHC is HLA-A26:01 with pseudo-sequence HLA-A26:01. The binding affinity (normalized) is 0.153. (3) The peptide sequence is MWAQDAAM. The MHC is HLA-B15:03 with pseudo-sequence HLA-B15:03. The binding affinity (normalized) is 0.393. (4) The peptide sequence is MMFDAMGAL. The MHC is HLA-C12:03 with pseudo-sequence HLA-C12:03. The binding affinity (normalized) is 0.646. (5) The peptide sequence is RRDYRRGL. The MHC is HLA-A02:03 with pseudo-sequence HLA-A02:03. The binding affinity (normalized) is 0. (6) The peptide sequence is QLQCHQIAI. The MHC is HLA-B58:01 with pseudo-sequence HLA-B58:01. The binding affinity (normalized) is 0.0847. (7) The peptide sequence is RPALVFDIT. The MHC is HLA-B51:01 with pseudo-sequence HLA-B51:01. The binding affinity (normalized) is 0.0451. (8) The binding affinity (normalized) is 0. The MHC is HLA-B15:03 with pseudo-sequence HLA-B15:03. The peptide sequence is IRLRPGGKK. (9) The peptide sequence is LGADLDAVI. The MHC is HLA-A02:01 with pseudo-sequence HLA-A02:01. The binding affinity (normalized) is 0.0825. (10) The peptide sequence is NPDNTIAVI. The MHC is HLA-B54:01 with pseudo-sequence HLA-B54:01. The binding affinity (normalized) is 0.288.